This data is from Reaction yield outcomes from USPTO patents with 853,638 reactions. The task is: Predict the reaction yield, written as a fraction of the theoretical maximum amount of product (1.0 means a 100% yield; for example, 0.34 means a 34% yield). The reactants are CO[CH:3](OC)[N:4]([CH3:6])[CH3:5].[CH2:9]([C:11]1[C:19]2[C:14](=[CH:15][C:16]([C:20](=[O:22])[CH3:21])=[CH:17][CH:18]=2)[N:13]([CH2:23][O:24][CH2:25][CH2:26][Si:27]([CH3:30])([CH3:29])[CH3:28])[N:12]=1)[CH3:10].O.C(OCC)(=O)C. The catalyst is CN(C)C=O. The product is [CH3:3][N:4]([CH3:6])/[CH:5]=[CH:21]/[C:20]([C:16]1[CH:15]=[C:14]2[C:19]([C:11]([CH2:9][CH3:10])=[N:12][N:13]2[CH2:23][O:24][CH2:25][CH2:26][Si:27]([CH3:30])([CH3:29])[CH3:28])=[CH:18][CH:17]=1)=[O:22]. The yield is 1.00.